Predict which catalyst facilitates the given reaction. From a dataset of Catalyst prediction with 721,799 reactions and 888 catalyst types from USPTO. Reactant: FC(F)(F)C([O-])=O.[CH2:8]([O:30][C:31](=[O:35])[C@@H:32]([NH3+:34])[CH3:33])[CH2:9][CH2:10][CH2:11][CH2:12][CH2:13][CH2:14][CH2:15][CH2:16][CH2:17][CH2:18][CH2:19][CH2:20][CH2:21][CH2:22][CH2:23][CH2:24][CH2:25][CH2:26][CH2:27][CH2:28][CH3:29].[Cl:36][CH2:37][O:38][C:39](Cl)=[O:40].N1C=CC=CC=1. Product: [Cl:36][CH2:37][O:38][C:39]([NH:34][C@@H:32]([CH3:33])[C:31]([O:30][CH2:8][CH2:9][CH2:10][CH2:11][CH2:12][CH2:13][CH2:14][CH2:15][CH2:16][CH2:17][CH2:18][CH2:19][CH2:20][CH2:21][CH2:22][CH2:23][CH2:24][CH2:25][CH2:26][CH2:27][CH2:28][CH3:29])=[O:35])=[O:40]. The catalyst class is: 4.